This data is from Full USPTO retrosynthesis dataset with 1.9M reactions from patents (1976-2016). The task is: Predict the reactants needed to synthesize the given product. Given the product [Cl:11][C:12]1[CH:13]=[C:14]([C:2]2[CH:8]=[C:7]([F:9])[C:5]([NH2:6])=[C:4]([F:10])[CH:3]=2)[CH:15]=[C:16]([O:18][CH3:19])[CH:17]=1, predict the reactants needed to synthesize it. The reactants are: Br[C:2]1[CH:8]=[C:7]([F:9])[C:5]([NH2:6])=[C:4]([F:10])[CH:3]=1.[Cl:11][C:12]1[CH:13]=[C:14](B(O)O)[CH:15]=[C:16]([O:18][CH3:19])[CH:17]=1.